This data is from Reaction yield outcomes from USPTO patents with 853,638 reactions. The task is: Predict the reaction yield, written as a fraction of the theoretical maximum amount of product (1.0 means a 100% yield; for example, 0.34 means a 34% yield). (1) The reactants are C[O:2][C:3](=[O:21])[CH2:4][CH2:5][CH2:6][CH2:7][CH2:8][CH2:9][C:10](=[O:20])[NH:11][O:12][CH:13]([O:15][CH2:16][CH:17]([CH3:19])[CH3:18])[CH3:14].O.[OH-].[Li+]. The catalyst is C1COCC1. The product is [CH2:16]([O:15][CH:13]([O:12][NH:11][C:10]([CH2:9][CH2:8][CH2:7][CH2:6][CH2:5][CH2:4][C:3]([OH:21])=[O:2])=[O:20])[CH3:14])[CH:17]([CH3:19])[CH3:18]. The yield is 0.830. (2) The reactants are [CH2:1]([N:3]1[C:11]2[C:6](=[CH:7][CH:8]=[C:9]([O:12][CH3:13])[CH:10]=2)[C:5]([C:14](=O)[CH3:15])=[CH:4]1)[CH3:2].C(N1C2C(=CC=C(OC)C=2)C=C1)C.Cl.[NH2:31][OH:32].CC([O-])=O.[Na+]. The catalyst is CCO. The product is [CH2:1]([N:3]1[C:11]2[C:6](=[CH:7][CH:8]=[C:9]([O:12][CH3:13])[CH:10]=2)[C:5]([C:14](=[N:31][OH:32])[CH3:15])=[CH:4]1)[CH3:2]. The yield is 0.920. (3) The reactants are [H-].[Na+].[CH:3]1([O:7][CH2:8][C@H:9]([OH:20])[C:10]([NH:12][C:13]2[CH:18]=[N:17][C:16]([CH3:19])=[CH:15][N:14]=2)=[O:11])[CH2:6][CH2:5][CH2:4]1.Cl[C:22]1[N:27]=[CH:26][N:25]=[C:24]2[N:28]([C:31]3[CH:36]=[CH:35][N:34]=[CH:33][C:32]=3[CH3:37])[N:29]=[CH:30][C:23]=12. The catalyst is C1COCC1. The product is [CH:3]1([O:7][CH2:8][C@H:9]([O:20][C:22]2[C:23]3[CH:30]=[N:29][N:28]([C:31]4[CH:36]=[CH:35][N:34]=[CH:33][C:32]=4[CH3:37])[C:24]=3[N:25]=[CH:26][N:27]=2)[C:10]([NH:12][C:13]2[CH:18]=[N:17][C:16]([CH3:19])=[CH:15][N:14]=2)=[O:11])[CH2:6][CH2:5][CH2:4]1. The yield is 0.960. (4) The reactants are [CH3:1][O:2][C:3]1[CH:8]=[CH:7][C:6]([C:9]2[O:13][C:12](NC3C=CC=CC=3)=[N:11][C:10]=2[C:21]([OH:23])=O)=[CH:5][CH:4]=1.O.O[N:26]1[C:30]2[CH:31]=[CH:32][CH:33]=[CH:34][C:29]=2N=N1.Cl.C[N:37](C)CCCN=C=NCC.N.O1CCOCC1. The catalyst is CN(C=O)C. The product is [CH3:1][O:2][C:3]1[CH:4]=[CH:5][C:6]([C:9]2[O:13][C:12]([NH:26][C:30]3[CH:29]=[CH:34][CH:33]=[CH:32][CH:31]=3)=[N:11][C:10]=2[C:21]([NH2:37])=[O:23])=[CH:7][CH:8]=1. The yield is 0.380. (5) The reactants are I[C:2]1[CH:3]=[N:4][N:5]([CH3:10])[C:6]=1[C:7](O)=[O:8].[F:11][C:12]1[CH:18]=[CH:17][C:15]([NH2:16])=[CH:14][CH:13]=1.C(=O)([O-])[O-].[Na+].[Na+].[OH-].[Na+]. The catalyst is [Cu].C(OCC)C. The product is [F:11][C:12]1[CH:18]=[CH:17][C:15]2[NH:16][C:2]3[CH:3]=[N:4][N:5]([CH3:10])[C:6]=3[C:7](=[O:8])[C:14]=2[CH:13]=1. The yield is 0.610. (6) The reactants are [F:1][C:2]1[CH:7]=[CH:6][CH:5]=[C:4]([O:8][C:9]2[CH:14]=[CH:13][C:12]([N+:15]([O-])=O)=[CH:11][CH:10]=2)[C:3]=1[F:18].O.NN. The catalyst is CO.[Ni]. The product is [F:18][C:3]1[C:2]([F:1])=[CH:7][CH:6]=[CH:5][C:4]=1[O:8][C:9]1[CH:10]=[CH:11][C:12]([NH2:15])=[CH:13][CH:14]=1. The yield is 0.870. (7) The reactants are [NH2:1][C:2]1[N:7]=[CH:6][N:5]=[C:4]2[N:8]([CH:15]([C:17]3[C:18]([O:36][CH3:37])=[C:19]([CH:25]4[CH2:28][N:27]([C:29]([O:31][C:32]([CH3:35])([CH3:34])[CH3:33])=[O:30])[CH2:26]4)[C:20]([F:24])=[C:21]([Cl:23])[CH:22]=3)[CH3:16])[N:9]=[C:10]([CH:11]([OH:14])CO)[C:3]=12.C(O)(=O)C.I([O-])(=O)(=O)=O.[Na+]. The catalyst is O1CCCC1.O. The product is [NH2:1][C:2]1[N:7]=[CH:6][N:5]=[C:4]2[N:8]([CH:15]([C:17]3[C:18]([O:36][CH3:37])=[C:19]([CH:25]4[CH2:26][N:27]([C:29]([O:31][C:32]([CH3:34])([CH3:33])[CH3:35])=[O:30])[CH2:28]4)[C:20]([F:24])=[C:21]([Cl:23])[CH:22]=3)[CH3:16])[N:9]=[C:10]([CH:11]=[O:14])[C:3]=12. The yield is 0.920.